This data is from Forward reaction prediction with 1.9M reactions from USPTO patents (1976-2016). The task is: Predict the product of the given reaction. (1) Given the reactants Cl[C:2]1[C:11]2[C:6](=[C:7]([N+:12]([O-:14])=[O:13])[CH:8]=[CH:9][CH:10]=2)[N:5]=[CH:4][N:3]=1.[F:15][C:16]1([F:23])[CH2:21][CH2:20][CH:19]([NH2:22])[CH2:18][CH2:17]1.CCN(C(C)C)C(C)C, predict the reaction product. The product is: [F:15][C:16]1([F:23])[CH2:21][CH2:20][CH:19]([NH:22][C:2]2[C:11]3[C:6](=[C:7]([N+:12]([O-:14])=[O:13])[CH:8]=[CH:9][CH:10]=3)[N:5]=[CH:4][N:3]=2)[CH2:18][CH2:17]1. (2) Given the reactants [CH2:1]([N:8]1[C:12]2[C:13](=[O:39])[N:14]([CH3:38])[C:15]([CH:28]([O:33][C:34]([CH3:37])([CH3:36])[CH3:35])[C:29]([O:31]C)=[O:30])=[C:16]([C:17]3[C:18]([CH3:27])=[C:19]4[C:24](=[CH:25][CH:26]=3)[O:23][CH2:22][CH2:21][CH2:20]4)[C:11]=2[CH:10]=[CH:9]1)C1C=CC=CC=1.[OH-].[Na+].Cl.C[Si]([N-][Si](C)(C)C)(C)C.[K+].CI.C(=O)([O-])[O-].[K+].[K+], predict the reaction product. The product is: [C:34]([O:33][CH:28]([C:15]1[N:14]([CH3:38])[C:13](=[O:39])[C:12]2[N:8]([CH3:1])[CH:9]=[CH:10][C:11]=2[C:16]=1[C:17]1[C:18]([CH3:27])=[C:19]2[C:24](=[CH:25][CH:26]=1)[O:23][CH2:22][CH2:21][CH2:20]2)[C:29]([OH:31])=[O:30])([CH3:37])([CH3:36])[CH3:35]. (3) Given the reactants Br[C:2]1[CH:3]=[C:4]2[N:10]([CH2:11][CH:12]3[CH2:17][CH2:16][C:15]([F:19])([F:18])[CH2:14][CH2:13]3)[CH:9]=[C:8]([C:20]3[CH:21]=[N:22][N:23]([CH2:25][C:26]([F:29])([F:28])[F:27])[CH:24]=3)[C:5]2=[N:6][CH:7]=1.[CH3:30][C:31]1[C:35](B2OC(C)(C)C(C)(C)O2)=[C:34]([CH3:45])[N:33](C(OC(C)(C)C)=O)[N:32]=1.C(=O)([O-])[O-].[K+].[K+].O, predict the reaction product. The product is: [F:18][C:15]1([F:19])[CH2:14][CH2:13][CH:12]([CH2:11][N:10]2[C:4]3[C:5](=[N:6][CH:7]=[C:2]([C:35]4[C:31]([CH3:30])=[N:32][NH:33][C:34]=4[CH3:45])[CH:3]=3)[C:8]([C:20]3[CH:21]=[N:22][N:23]([CH2:25][C:26]([F:28])([F:29])[F:27])[CH:24]=3)=[CH:9]2)[CH2:17][CH2:16]1. (4) Given the reactants C(OC([NH:11][CH2:12][CH2:13][C:14]1[CH:19]=[CH:18][CH:17]=[CH:16][C:15]=1[C:20]1[CH:25]=[CH:24][C:23]([C@@H:26]2[C@@:31]([OH:46])([C:32]3[CH:37]=[CH:36][C:35]([CH2:38][O:39][CH2:40][C@@H:41]([CH3:45])[CH2:42][O:43][CH3:44])=[CH:34][CH:33]=3)[CH2:30][CH2:29][N:28]([C:47]([O:49][C:50]([CH3:53])([CH3:52])[CH3:51])=[O:48])[CH2:27]2)=[C:22]([CH3:54])[CH:21]=1)=O)C1C=CC=CC=1, predict the reaction product. The product is: [NH2:11][CH2:12][CH2:13][C:14]1[CH:19]=[CH:18][CH:17]=[CH:16][C:15]=1[C:20]1[CH:25]=[CH:24][C:23]([C@@H:26]2[C@@:31]([OH:46])([C:32]3[CH:33]=[CH:34][C:35]([CH2:38][O:39][CH2:40][C@@H:41]([CH3:45])[CH2:42][O:43][CH3:44])=[CH:36][CH:37]=3)[CH2:30][CH2:29][N:28]([C:47]([O:49][C:50]([CH3:53])([CH3:52])[CH3:51])=[O:48])[CH2:27]2)=[C:22]([CH3:54])[CH:21]=1. (5) Given the reactants [Cl:1][C:2]1[CH:7]=[CH:6][C:5]([O:8]C)=[CH:4][CH:3]=1.[C:10]([N:13]1[CH2:18][CH2:17][CH:16]([C:19](Cl)=[O:20])[CH2:15][CH2:14]1)(=[O:12])[CH3:11], predict the reaction product. The product is: [C:10]([N:13]1[CH2:14][CH2:15][CH:16]([C:19]([C:4]2[CH:3]=[C:2]([Cl:1])[CH:7]=[CH:6][C:5]=2[OH:8])=[O:20])[CH2:17][CH2:18]1)(=[O:12])[CH3:11].